This data is from Full USPTO retrosynthesis dataset with 1.9M reactions from patents (1976-2016). The task is: Predict the reactants needed to synthesize the given product. (1) The reactants are: Br[CH2:2][C:3]([C:5]1[CH:10]=[CH:9][C:8]([CH2:11][C@H:12]([NH:16][C:17](=[O:30])[C:18]2[CH:23]=[CH:22][C:21]([O:24][CH:25]([CH3:27])[CH3:26])=[C:20]([C:28]#[N:29])[CH:19]=2)[CH2:13][CH2:14][OH:15])=[CH:7][CH:6]=1)=O.[NH2:31][C:32]1[C:37]([CH3:38])=[CH:36][CH:35]=[CH:34][N:33]=1.C([O-])(O)=O.[Na+]. Given the product [C:28]([C:20]1[CH:19]=[C:18]([CH:23]=[CH:22][C:21]=1[O:24][CH:25]([CH3:27])[CH3:26])[C:17]([NH:16][C@@H:12]([CH2:11][C:8]1[CH:7]=[CH:6][C:5]([C:3]2[N:31]=[C:32]3[C:37]([CH3:38])=[CH:36][CH:35]=[CH:34][N:33]3[CH:2]=2)=[CH:10][CH:9]=1)[CH2:13][CH2:14][OH:15])=[O:30])#[N:29], predict the reactants needed to synthesize it. (2) Given the product [O:16]=[C:11]1[C:10]2[C:5](=[CH:6][CH:7]=[CH:8][CH:9]=2)[C:4]2[CH:3]=[C:2]([NH:1][S:24]([C:21]3[CH:22]=[CH:23][C:18]([CH3:17])=[CH:19][CH:20]=3)(=[O:26])=[O:25])[CH:15]=[CH:14][C:13]=2[NH:12]1, predict the reactants needed to synthesize it. The reactants are: [NH2:1][C:2]1[CH:15]=[CH:14][C:13]2[NH:12][C:11](=[O:16])[C:10]3[C:5](=[CH:6][CH:7]=[CH:8][CH:9]=3)[C:4]=2[CH:3]=1.[CH3:17][C:18]1[CH:23]=[CH:22][C:21]([S:24](N)(=[O:26])=[O:25])=[CH:20][CH:19]=1.